Dataset: Catalyst prediction with 721,799 reactions and 888 catalyst types from USPTO. Task: Predict which catalyst facilitates the given reaction. (1) Reactant: [OH:1][CH:2]([C:23]1[CH:28]=[CH:27][C:26]([O:29][CH2:30][CH2:31][N:32]2[CH2:37][CH2:36][CH2:35][CH2:34][CH2:33]2)=[CH:25][CH:24]=1)[C:3]1[C:12]([C:13]2[C:18]([F:19])=[CH:17][C:16]([F:20])=[CH:15][C:14]=2F)=[CH:11][CH:10]=[C:9]2[C:4]=1[CH:5]=[CH:6][C:7]([OH:22])=[CH:8]2.CC(C)([O-])C.[K+]. Product: [F:20][C:16]1[CH:15]=[C:14]2[C:13](=[C:18]([F:19])[CH:17]=1)[C:12]1[C:3](=[C:4]3[C:9](=[CH:10][CH:11]=1)[CH:8]=[C:7]([OH:22])[CH:6]=[CH:5]3)[CH:2]([C:23]1[CH:24]=[CH:25][C:26]([O:29][CH2:30][CH2:31][N:32]3[CH2:33][CH2:34][CH2:35][CH2:36][CH2:37]3)=[CH:27][CH:28]=1)[O:1]2. The catalyst class is: 3. (2) Reactant: [C:1]([O:5][C:6]([N:8]([CH2:17]C)[C:9]1([C:13]([O:15]C)=[O:14])[CH2:12][CH2:11][CH2:10]1)=[O:7])([CH3:4])([CH3:3])[CH3:2].[Li+].[OH-]. Product: [C:1]([O:5][C:6]([N:8]([CH3:17])[C:9]1([C:13]([OH:15])=[O:14])[CH2:12][CH2:11][CH2:10]1)=[O:7])([CH3:4])([CH3:3])[CH3:2]. The catalyst class is: 24. (3) Product: [F:5][C:6]1[C:7]([OH:15])=[C:8]([CH:11]=[CH:12][C:13]=1[CH3:14])[C:9]([OH:17])=[O:10]. Reactant: Cl([O-])=O.[Na+].[F:5][C:6]1[C:7]([OH:15])=[C:8]([CH:11]=[CH:12][C:13]=1[CH3:14])[CH:9]=[O:10].P([O-])(O)(O)=[O:17].[Na+].CC(=CC)C.Cl. The catalyst class is: 371. (4) Reactant: [CH3:1][C:2]1([CH3:13])[CH2:11][C:10](=[O:12])[C:9]2[C:4](=[CH:5][CH:6]=[CH:7][CH:8]=2)[O:3]1. Product: [CH3:1][C:2]1([CH3:13])[CH2:11][C@H:10]([OH:12])[C:9]2[C:4](=[CH:5][CH:6]=[CH:7][CH:8]=2)[O:3]1. The catalyst class is: 578. (5) Reactant: O[C:2]1[C:7]([CH2:8][CH2:9][CH3:10])=[C:6]([OH:11])[CH:5]=[CH:4][C:3]=1[C:12](=[N:17][OH:18])[C:13]([F:16])([F:15])[F:14].C1(P(C2C=CC=CC=2)C2C=CC=CC=2)C=CC=CC=1.N(C(OCC)=O)=NC(OCC)=O.O. Product: [CH2:8]([C:7]1[C:2]2[O:18][N:17]=[C:12]([C:13]([F:14])([F:15])[F:16])[C:3]=2[CH:4]=[CH:5][C:6]=1[OH:11])[CH2:9][CH3:10]. The catalyst class is: 1. (6) Reactant: [OH:1]/[N:2]=[C:3](\[NH2:37])/[CH:4]=[CH:5]/[C:6]1[CH:11]=[CH:10][C:9](/[C:12](/[C:22]2[CH:23]=[C:24]3[C:28](=[CH:29][CH:30]=2)[N:27](C2CCCCO2)[N:26]=[CH:25]3)=[C:13](\[C:16]2[CH:21]=[CH:20][CH:19]=[CH:18][CH:17]=2)/[CH2:14][CH3:15])=[CH:8][CH:7]=1.C(C(CCCC)[CH2:41][O:42]C(Cl)=O)C.N1C=CC=CC=1. Product: [NH:27]1[C:28]2[C:24](=[CH:23][C:22](/[C:12](/[C:9]3[CH:8]=[CH:7][C:6](/[CH:5]=[CH:4]/[C:3]4[NH:37][C:41](=[O:42])[O:1][N:2]=4)=[CH:11][CH:10]=3)=[C:13](/[C:16]3[CH:17]=[CH:18][CH:19]=[CH:20][CH:21]=3)\[CH2:14][CH3:15])=[CH:30][CH:29]=2)[CH:25]=[N:26]1. The catalyst class is: 3. (7) Reactant: C(N(C(C)C)CC)(C)C.CC1C=CN=C(N)C=1C.[S:19](Cl)([C:22]1[CH:28]=[CH:27][C:25]([CH3:26])=[CH:24][CH:23]=1)(=[O:21])=[O:20].[CH2:30]([N:37]1[CH2:41][CH:40]([C:42]2[S:43][CH:44]=[C:45]([Br:47])[CH:46]=2)[CH:39]([CH2:48][OH:49])[CH2:38]1)[C:31]1[CH:36]=[CH:35][CH:34]=[CH:33][CH:32]=1. Product: [CH2:30]([N:37]1[CH2:41][CH:40]([C:42]2[S:43][CH:44]=[C:45]([Br:47])[CH:46]=2)[CH:39]([CH2:48][O:49][S:19]([C:22]2[CH:28]=[CH:27][C:25]([CH3:26])=[CH:24][CH:23]=2)(=[O:21])=[O:20])[CH2:38]1)[C:31]1[CH:32]=[CH:33][CH:34]=[CH:35][CH:36]=1. The catalyst class is: 4. (8) Reactant: [CH3:1][C:2]1([CH2:13][N:14]2[CH2:20][CH2:19][CH2:18][N:17](C(OC(C)(C)C)=O)[CH2:16][CH2:15]2)[O:6][C:5]2=[N:7][C:8]([N+:10]([O-:12])=[O:11])=[CH:9][N:4]2[CH2:3]1.C(N(CC)CC)C.[C:35]1([C:41]2[CH:48]=[CH:47][C:44]([CH:45]=O)=[CH:43][CH:42]=2)[CH:40]=[CH:39][CH:38]=[CH:37][CH:36]=1.[B-]C#N.[Na+].C(O)(=O)C.C(=O)([O-])O.[Na+]. Product: [C:41]1([C:35]2[CH:40]=[CH:39][CH:38]=[CH:37][CH:36]=2)[CH:48]=[CH:47][C:44]([CH2:45][N:17]2[CH2:18][CH2:19][CH2:20][N:14]([CH2:13][C:2]3([CH3:1])[O:6][C:5]4=[N:7][C:8]([N+:10]([O-:12])=[O:11])=[CH:9][N:4]4[CH2:3]3)[CH2:15][CH2:16]2)=[CH:43][CH:42]=1. The catalyst class is: 55. (9) Reactant: O.[NH2:2][NH2:3].[CH2:4]([NH:6][C:7](=[O:44])[NH:8][C:9]1[N:14]=[CH:13][C:12]([C:15]2[C:16]([O:25][CH2:26][CH2:27][N:28]3[CH2:33][CH2:32][N:31]([CH3:34])[CH2:30][CH2:29]3)=[N:17][CH:18]=[C:19]([C:21]([O:23]C)=O)[CH:20]=2)=[C:11]([C:35]2[S:36][CH:37]=[C:38]([C:40]([F:43])([F:42])[F:41])[N:39]=2)[CH:10]=1)[CH3:5].C(NC(=O)NC1N=CC(C2C(OCCN3CCN(C)CC3)=NC=C(C(OCCN3CCN(C)CC3)=O)C=2)=C(C2SC=C(C(F)(F)F)N=2)C=1)C. Product: [CH2:4]([NH:6][C:7]([NH:8][C:9]1[N:14]=[CH:13][C:12]([C:15]2[C:16]([O:25][CH2:26][CH2:27][N:28]3[CH2:29][CH2:30][N:31]([CH3:34])[CH2:32][CH2:33]3)=[N:17][CH:18]=[C:19]([C:21]([NH:2][NH2:3])=[O:23])[CH:20]=2)=[C:11]([C:35]2[S:36][CH:37]=[C:38]([C:40]([F:42])([F:43])[F:41])[N:39]=2)[CH:10]=1)=[O:44])[CH3:5]. The catalyst class is: 161.